This data is from Reaction yield outcomes from USPTO patents with 853,638 reactions. The task is: Predict the reaction yield, written as a fraction of the theoretical maximum amount of product (1.0 means a 100% yield; for example, 0.34 means a 34% yield). (1) The reactants are Cl[C:2]1[N:11]=[CH:10][C:9]2[C:4](=[CH:5][CH:6]=[C:7]([O:12][CH3:13])[CH:8]=2)[N:3]=1.[C:14]([C:17]1[CH:22]=[CH:21][C:20](B(O)O)=[CH:19][CH:18]=1)([OH:16])=[O:15].C([O-])([O-])=O.[K+].[K+]. The catalyst is COCCOCCO.O.O.C1C=CC(P(C2C=CC=CC=2)[C-]2C=CC=C2)=CC=1.C1C=CC(P(C2C=CC=CC=2)[C-]2C=CC=C2)=CC=1.Cl[Pd]Cl.[Fe+2]. The product is [CH3:13][O:12][C:7]1[CH:8]=[C:9]2[C:4](=[CH:5][CH:6]=1)[N:3]=[C:2]([C:20]1[CH:21]=[CH:22][C:17]([C:14]([OH:16])=[O:15])=[CH:18][CH:19]=1)[N:11]=[CH:10]2. The yield is 0.760. (2) The reactants are F[C:2]1[N:7]2[CH:8]=[C:9]([CH2:11][N:12]3[C@@H:25]4[C@@H:16]([CH2:17][CH2:18][C:19]5[C:24]4=[N:23][CH:22]=[CH:21][CH:20]=5)[CH2:15][CH2:14][CH2:13]3)[N:10]=[C:6]2[CH:5]=[CH:4][CH:3]=1.[NH:26]1[CH2:31][CH2:30][O:29][CH2:28][CH2:27]1. The catalyst is [Cl-].[Na+].O. The product is [N:26]1([C:2]2[N:7]3[CH:8]=[C:9]([CH2:11][N:12]4[C@@H:25]5[C@@H:16]([CH2:17][CH2:18][C:19]6[C:24]5=[N:23][CH:22]=[CH:21][CH:20]=6)[CH2:15][CH2:14][CH2:13]4)[N:10]=[C:6]3[CH:5]=[CH:4][CH:3]=2)[CH2:31][CH2:30][O:29][CH2:28][CH2:27]1. The yield is 0.380. (3) The reactants are [CH:1]1([CH2:7][CH2:8][CH2:9][C@@H:10]([C:16]2[O:20][N:19]=[C:18]([CH:21]3[CH2:24][N:23]([S:25]([CH3:28])(=[O:27])=[O:26])[CH2:22]3)[N:17]=2)[CH2:11][C:12]([O:14]C)=[O:13])[CH2:6][CH2:5][CH2:4][CH2:3][CH2:2]1.O[Li].O.Cl. The catalyst is O1CCOCC1.O. The product is [CH:1]1([CH2:7][CH2:8][CH2:9][C@@H:10]([C:16]2[O:20][N:19]=[C:18]([CH:21]3[CH2:22][N:23]([S:25]([CH3:28])(=[O:26])=[O:27])[CH2:24]3)[N:17]=2)[CH2:11][C:12]([OH:14])=[O:13])[CH2:6][CH2:5][CH2:4][CH2:3][CH2:2]1. The yield is 0.780. (4) The reactants are ClCC1C=CC(C#N)=CC=1.Br[CH2:12][C:13]1[CH:18]=[CH:17][CH:16]=[C:15]([F:19])[CH:14]=1.[CH2:20]([NH:27][C:28]([C:30]1[S:34][C:33]([N:35]2[CH2:39][CH2:38][NH:37][C:36]2=[O:40])=[N:32][C:31]=1[CH3:41])=[O:29])[C:21]1[CH:26]=[CH:25][CH:24]=[CH:23][CH:22]=1. No catalyst specified. The product is [CH2:20]([NH:27][C:28]([C:30]1[S:34][C:33]([N:35]2[CH2:39][CH2:38][N:37]([CH2:12][C:13]3[CH:18]=[CH:17][CH:16]=[C:15]([F:19])[CH:14]=3)[C:36]2=[O:40])=[N:32][C:31]=1[CH3:41])=[O:29])[C:21]1[CH:26]=[CH:25][CH:24]=[CH:23][CH:22]=1. The yield is 0.0800. (5) The reactants are [Cl:1]N1C(=O)CCC1=O.CN(C)C=O.[CH3:14][O:15][C:16]1[CH:21]=[C:20]([CH3:22])[CH:19]=[CH:18][N:17]=1. The catalyst is O. The product is [Cl:1][C:19]1[C:20]([CH3:22])=[CH:21][C:16]([O:15][CH3:14])=[N:17][CH:18]=1. The yield is 0.820. (6) The reactants are [C:1]([Si:3]([CH3:6])([CH3:5])[CH3:4])#[CH:2].Br[C:8]1[CH:13]=[CH:12][C:11]([CH2:14][C:15]([O:17][CH2:18][CH3:19])=[O:16])=[CH:10][CH:9]=1. The catalyst is CCN(CC)CC.[Cu]I.Cl[Pd](Cl)([P](C1C=CC=CC=1)(C1C=CC=CC=1)C1C=CC=CC=1)[P](C1C=CC=CC=1)(C1C=CC=CC=1)C1C=CC=CC=1. The product is [CH3:4][Si:3]([C:1]#[C:2][C:8]1[CH:13]=[CH:12][C:11]([CH2:14][C:15]([O:17][CH2:18][CH3:19])=[O:16])=[CH:10][CH:9]=1)([CH3:6])[CH3:5]. The yield is 0.505. (7) The reactants are [N:1]([CH2:4][CH2:5][NH:6][C:7](=[O:21])[CH2:8][CH2:9][CH2:10][CH2:11][CH2:12][CH2:13][CH2:14][CH2:15][CH2:16][CH2:17]CCC)=[N+:2]=[N-:3].C1C2C(=CC=CC=2)C=CC=1C(Cl)=O.N(CCN)=[N+]=[N-].C(N(CC)CC)C. The catalyst is ClCCl. The product is [N:1]([CH2:4][CH2:5][NH:6][C:7]([C:8]1[CH:9]=[CH:10][C:11]2[C:16](=[CH:15][CH:14]=[CH:13][CH:12]=2)[CH:17]=1)=[O:21])=[N+:2]=[N-:3]. The yield is 0.770.